Dataset: NCI-60 drug combinations with 297,098 pairs across 59 cell lines. Task: Regression. Given two drug SMILES strings and cell line genomic features, predict the synergy score measuring deviation from expected non-interaction effect. (1) Drug 1: CC12CCC(CC1=CCC3C2CCC4(C3CC=C4C5=CN=CC=C5)C)O. Drug 2: C1=NNC2=C1C(=O)NC=N2. Cell line: SN12C. Synergy scores: CSS=1.13, Synergy_ZIP=-0.324, Synergy_Bliss=0.263, Synergy_Loewe=-1.81, Synergy_HSA=-0.0949. (2) Drug 1: CN1CCC(CC1)COC2=C(C=C3C(=C2)N=CN=C3NC4=C(C=C(C=C4)Br)F)OC. Drug 2: CC1C(C(CC(O1)OC2CC(CC3=C2C(=C4C(=C3O)C(=O)C5=CC=CC=C5C4=O)O)(C(=O)C)O)N)O. Cell line: SR. Synergy scores: CSS=38.4, Synergy_ZIP=2.66, Synergy_Bliss=1.97, Synergy_Loewe=-25.0, Synergy_HSA=1.79. (3) Drug 1: C1=C(C(=O)NC(=O)N1)N(CCCl)CCCl. Drug 2: C1=CC=C(C(=C1)C(C2=CC=C(C=C2)Cl)C(Cl)Cl)Cl. Cell line: NCI-H226. Synergy scores: CSS=8.13, Synergy_ZIP=-3.63, Synergy_Bliss=-4.39, Synergy_Loewe=-10.7, Synergy_HSA=-4.77.